Dataset: Reaction yield outcomes from USPTO patents with 853,638 reactions. Task: Predict the reaction yield, written as a fraction of the theoretical maximum amount of product (1.0 means a 100% yield; for example, 0.34 means a 34% yield). (1) The reactants are Br[C:2](=[CH2:7])[C:3]([O:5][CH3:6])=[O:4].[CH3:8][O:9][C:10]1[CH:19]=[CH:18][C:17]2[C:12](=[C:13](B(O)O)[CH:14]=[CH:15][CH:16]=2)[N:11]=1.[F-].[K+].O. The catalyst is O1CCCC1.C1C=CC([P]([Pd]([P](C2C=CC=CC=2)(C2C=CC=CC=2)C2C=CC=CC=2)([P](C2C=CC=CC=2)(C2C=CC=CC=2)C2C=CC=CC=2)[P](C2C=CC=CC=2)(C2C=CC=CC=2)C2C=CC=CC=2)(C2C=CC=CC=2)C2C=CC=CC=2)=CC=1.C1C=CC(/C=C/C(/C=C/C2C=CC=CC=2)=O)=CC=1.C1C=CC(/C=C/C(/C=C/C2C=CC=CC=2)=O)=CC=1.[Pd].ClCCl. The product is [CH3:8][O:9][C:10]1[CH:19]=[CH:18][C:17]2[C:12](=[C:13]([C:2](=[CH2:7])[C:3]([O:5][CH3:6])=[O:4])[CH:14]=[CH:15][CH:16]=2)[N:11]=1. The yield is 0.630. (2) The product is [Br:1][C:2]1[NH:6][C:5]([C@@H:7]2[CH2:11][CH2:10][CH2:9][N:8]2[C:12](=[O:14])[C@@H:23]([NH:27][C:28](=[O:29])[O:30][CH3:31])[C@H:22]([O:21][CH3:20])[CH3:32])=[N:4][CH:3]=1. The yield is 1.00. The reactants are [Br:1][C:2]1[NH:6][C:5]([C@@H:7]2[CH2:11][CH2:10][CH2:9][N:8]2[C:12]([O:14]C(C)(C)C)=O)=[N:4][CH:3]=1.Cl.[CH3:20][O:21][C@H:22]([CH3:32])[C@H:23]([NH:27][C:28]([O:30][CH3:31])=[O:29])C(O)=O.CN(C(ON1N=NC2C=CC=NC1=2)=[N+](C)C)C.F[P-](F)(F)(F)(F)F.CCN(C(C)C)C(C)C.[Li+].[OH-]. The catalyst is C(Cl)Cl.CO.CN(C=O)C. (3) The reactants are Br[C:2](=[C:9]1[CH2:14][CH2:13][N:12]([C:15](=[O:31])[C:16]([C:18]2[C:26]3[C:21](=[C:22]([O:29][CH3:30])[N:23]=[CH:24][C:25]=3[O:27][CH3:28])[NH:20][CH:19]=2)=[O:17])[CH2:11][CH2:10]1)[C:3]1[CH:8]=[CH:7][CH:6]=[CH:5][CH:4]=1.[CH3:32][Si:33]([C:36]#[CH:37])([CH3:35])[CH3:34]. The catalyst is N1CCCCC1.C1C=CC(C#N)=CC=1.C1C=CC(C#N)=CC=1.Cl[Pd]Cl.[Cu]I. The product is [C:3]1([C:2](=[C:9]2[CH2:14][CH2:13][N:12]([C:15](=[O:31])[C:16]([C:18]3[C:26]4[C:21](=[C:22]([O:29][CH3:30])[N:23]=[CH:24][C:25]=4[O:27][CH3:28])[NH:20][CH:19]=3)=[O:17])[CH2:11][CH2:10]2)[C:37]#[C:36][Si:33]([CH3:35])([CH3:34])[CH3:32])[CH:8]=[CH:7][CH:6]=[CH:5][CH:4]=1. The yield is 0.390. (4) The reactants are [CH2:1]([N:3]([CH2:14][CH3:15])[C:4]([CH:6]1[CH2:11][CH2:10][CH2:9][CH:8](Br)[C:7]1=O)=[O:5])[CH3:2].[F:16][CH2:17][CH2:18][NH:19][C:20]1[CH:25]=[CH:24][C:23]([F:26])=[CH:22][CH:21]=1. The catalyst is CC(O)C.[Cl-].[Zn+2].[Cl-]. The product is [CH2:1]([N:3]([CH2:14][CH3:15])[C:4]([CH:6]1[C:7]2[C:25]3[C:20](=[CH:21][CH:22]=[C:23]([F:26])[CH:24]=3)[N:19]([CH2:18][CH2:17][F:16])[C:8]=2[CH2:9][CH2:10][CH2:11]1)=[O:5])[CH3:2]. The yield is 0.100. (5) The reactants are [F:1][C:2]1[C:7]2[S:8][C:9]([C:11]3[CH:16]=[CH:15][C:14]([O:17][CH3:18])=[CH:13][CH:12]=3)=[CH:10][C:6]=2[CH:5]=[CH:4][C:3]=1[O:19][CH3:20].[F:21][C:22]1[C:38]([O:39][CH3:40])=[C:37]([F:41])[C:25]2[S:26][C:27]([C:29]3[CH:34]=[CH:33][C:32]([O:35][CH3:36])=[CH:31][CH:30]=3)=[CH:28][C:24]=2[CH:23]=1.C1C(=O)N([Br:49])C(=O)C1. The catalyst is C1COCC1.C(Cl)Cl.[O-]S([O-])(=S)=O.[Na+].[Na+]. The product is [Br:49][C:10]1[C:6]2[CH:5]=[CH:4][C:3]([O:19][CH3:20])=[C:2]([F:1])[C:7]=2[S:8][C:9]=1[C:11]1[CH:16]=[CH:15][C:14]([O:17][CH3:18])=[CH:13][CH:12]=1.[Br:49][C:28]1[C:24]2[CH:23]=[C:22]([F:21])[C:38]([O:39][CH3:40])=[C:37]([F:41])[C:25]=2[S:26][C:27]=1[C:29]1[CH:34]=[CH:33][C:32]([O:35][CH3:36])=[CH:31][CH:30]=1. The yield is 0.436. (6) The reactants are [Br:1]N1C(=O)CCC1=O.[CH3:9][O:10][C:11]1[CH:12]=[C:13]2[C:17](=[CH:18][CH:19]=1)[CH2:16][CH2:15][CH2:14]2. The catalyst is C(#N)C.O. The product is [Br:1][C:19]1[CH:18]=[C:17]2[C:13](=[CH:12][C:11]=1[O:10][CH3:9])[CH2:14][CH2:15][CH2:16]2. The yield is 1.00. (7) The reactants are [CH3:1][O:2][C:3](=[O:16])[CH:4]=[CH:5][C:6]1[CH:11]=[CH:10][CH:9]=[C:8]([S:12](Cl)(=[O:14])=[O:13])[CH:7]=1.[C:17]1([CH2:27][NH2:28])[C:26]2[C:21](=[CH:22][CH:23]=[CH:24][CH:25]=2)[CH:20]=[CH:19][CH:18]=1.C([O-])(O)=O.[Na+]. The catalyst is O1CCOCC1.O. The product is [CH3:1][O:2][C:3](=[O:16])[CH:4]=[CH:5][C:6]1[CH:11]=[CH:10][CH:9]=[C:8]([S:12](=[O:14])(=[O:13])[NH:28][CH2:27][C:17]2[C:26]3[C:21](=[CH:22][CH:23]=[CH:24][CH:25]=3)[CH:20]=[CH:19][CH:18]=2)[CH:7]=1. The yield is 0.760.